Dataset: NCI-60 drug combinations with 297,098 pairs across 59 cell lines. Task: Regression. Given two drug SMILES strings and cell line genomic features, predict the synergy score measuring deviation from expected non-interaction effect. (1) Synergy scores: CSS=32.9, Synergy_ZIP=-6.21, Synergy_Bliss=-3.34, Synergy_Loewe=-4.19, Synergy_HSA=-1.13. Drug 2: C1C(C(OC1N2C=NC3=C(N=C(N=C32)Cl)N)CO)O. Drug 1: C1=CC(=CC=C1CCCC(=O)O)N(CCCl)CCCl. Cell line: ACHN. (2) Drug 1: C1=NC2=C(N=C(N=C2N1C3C(C(C(O3)CO)O)O)F)N. Drug 2: C1=CC=C(C(=C1)C(C2=CC=C(C=C2)Cl)C(Cl)Cl)Cl. Cell line: A549. Synergy scores: CSS=-0.686, Synergy_ZIP=1.66, Synergy_Bliss=2.55, Synergy_Loewe=-2.24, Synergy_HSA=-1.95. (3) Drug 1: C1=CC(=CC=C1CCCC(=O)O)N(CCCl)CCCl. Drug 2: N.N.Cl[Pt+2]Cl. Cell line: BT-549. Synergy scores: CSS=13.4, Synergy_ZIP=-8.47, Synergy_Bliss=-3.50, Synergy_Loewe=-6.66, Synergy_HSA=-4.17. (4) Drug 1: C1CN1P(=S)(N2CC2)N3CC3. Drug 2: C1C(C(OC1N2C=NC3=C2NC=NCC3O)CO)O. Cell line: SK-MEL-5. Synergy scores: CSS=20.1, Synergy_ZIP=-5.97, Synergy_Bliss=0.347, Synergy_Loewe=-0.416, Synergy_HSA=1.10. (5) Drug 1: C1=CC(=CC=C1CCCC(=O)O)N(CCCl)CCCl. Drug 2: C1CN(CCN1C(=O)CCBr)C(=O)CCBr. Cell line: SN12C. Synergy scores: CSS=33.0, Synergy_ZIP=-2.82, Synergy_Bliss=2.23, Synergy_Loewe=-4.36, Synergy_HSA=2.80. (6) Drug 1: C1CCC(CC1)NC(=O)N(CCCl)N=O. Drug 2: CN(C)N=NC1=C(NC=N1)C(=O)N. Cell line: RXF 393. Synergy scores: CSS=30.0, Synergy_ZIP=-1.05, Synergy_Bliss=5.31, Synergy_Loewe=-0.886, Synergy_HSA=5.54. (7) Drug 1: CS(=O)(=O)C1=CC(=C(C=C1)C(=O)NC2=CC(=C(C=C2)Cl)C3=CC=CC=N3)Cl. Drug 2: CC1=C(C(=CC=C1)Cl)NC(=O)C2=CN=C(S2)NC3=CC(=NC(=N3)C)N4CCN(CC4)CCO. Cell line: SR. Synergy scores: CSS=9.94, Synergy_ZIP=-6.65, Synergy_Bliss=-9.78, Synergy_Loewe=-9.53, Synergy_HSA=-10.1. (8) Drug 1: C1CN(CCN1C(=O)CCBr)C(=O)CCBr. Drug 2: C1C(C(OC1N2C=NC(=NC2=O)N)CO)O. Cell line: SK-MEL-2. Synergy scores: CSS=47.7, Synergy_ZIP=-9.04, Synergy_Bliss=-10.4, Synergy_Loewe=-0.570, Synergy_HSA=-0.625. (9) Drug 1: COC1=CC(=CC(=C1O)OC)C2C3C(COC3=O)C(C4=CC5=C(C=C24)OCO5)OC6C(C(C7C(O6)COC(O7)C8=CC=CS8)O)O. Drug 2: C(=O)(N)NO. Cell line: EKVX. Synergy scores: CSS=22.3, Synergy_ZIP=1.34, Synergy_Bliss=-1.56, Synergy_Loewe=-35.8, Synergy_HSA=-3.91.